Dataset: Aqueous solubility values for 9,982 compounds from the AqSolDB database. Task: Regression/Classification. Given a drug SMILES string, predict its absorption, distribution, metabolism, or excretion properties. Task type varies by dataset: regression for continuous measurements (e.g., permeability, clearance, half-life) or binary classification for categorical outcomes (e.g., BBB penetration, CYP inhibition). For this dataset (solubility_aqsoldb), we predict Y. The drug is NC(=O)Cc1ccc(-c2ccccc2)cc1. The Y is -3.33 log mol/L.